This data is from Full USPTO retrosynthesis dataset with 1.9M reactions from patents (1976-2016). The task is: Predict the reactants needed to synthesize the given product. (1) Given the product [C:12]([NH:25][C:16](=[O:19])[O-:17])([CH3:13])([CH3:14])[CH3:15].[CH2:21]1[NH:25][CH2:24][CH:23]2[C:26]3[CH:27]=[CH:28][CH:29]=[CH:30][C:31]=3[CH2:32][CH:22]12, predict the reactants needed to synthesize it. The reactants are: C(OC(O[C:12]([CH3:15])([CH3:14])[CH3:13])=O)(O[C:12]([CH3:15])([CH3:14])[CH3:13])=O.[C:16](=[O:19])([O-])[OH:17].[Na+].[CH2:21]1[NH:25][CH2:24][CH:23]2[C:26]3[CH:27]=[CH:28][CH:29]=[CH:30][C:31]=3[CH2:32][CH:22]12. (2) Given the product [CH3:1][C:2]1[C:6]([C:7]2[C:16]3[O:15][CH2:14][C@H:13]([C:17]4[C:18]([C:23]([NH:32][CH2:30][CH3:31])=[O:24])=[N:19][CH:20]=[CH:21][CH:22]=4)[N:12]4[C:26](=[O:28])[NH:27][C:10]([C:11]=34)=[CH:9][CH:8]=2)=[C:5]([CH3:29])[O:4][N:3]=1, predict the reactants needed to synthesize it. The reactants are: [CH3:1][C:2]1[C:6]([C:7]2[C:16]3[O:15][CH2:14][CH:13]([C:17]4[C:18]([C:23](O)=[O:24])=[N:19][CH:20]=[CH:21][CH:22]=4)[N:12]4[C:26](=[O:28])[NH:27][C:10]([C:11]=34)=[CH:9][CH:8]=2)=[C:5]([CH3:29])[O:4][N:3]=1.[CH2:30]([NH2:32])[CH3:31].C(N(CC)C(C)C)(C)C.F[P-](F)(F)(F)(F)F.N1(O[P+](N(C)C)(N(C)C)N(C)C)C2C=CC=CC=2N=N1. (3) Given the product [OH:2][C:3]1[CH:8]=[C:7]([CH:9]=[O:10])[C:6]([OH:11])=[CH:5][C:4]=1[CH:13]=[O:14], predict the reactants needed to synthesize it. The reactants are: C[O:2][C:3]1[CH:8]=[C:7]([CH:9]=[O:10])[C:6]([O:11]C)=[CH:5][C:4]=1[CH:13]=[O:14].B(Br)(Br)Br.C(=O)([O-])[O-].[Na+].[Na+]. (4) The reactants are: [C:1]1([CH:7]2[CH2:12][CH2:11][N:10]([C:13]([C:15]3[O:19][C:18]([NH:20][C:21](=[O:27])[O:22][C:23]([CH3:26])([CH3:25])[CH3:24])=[N:17][CH:16]=3)=O)[CH2:9][CH2:8]2)[CH:6]=[CH:5][CH:4]=[CH:3][CH:2]=1.[H-].[H-].[H-].[H-].[Li+].[Al+3]. Given the product [C:1]1([CH:7]2[CH2:12][CH2:11][N:10]([CH2:13][C:15]3[O:19][C:18]([NH:20][C:21](=[O:27])[O:22][C:23]([CH3:25])([CH3:24])[CH3:26])=[N:17][CH:16]=3)[CH2:9][CH2:8]2)[CH:6]=[CH:5][CH:4]=[CH:3][CH:2]=1, predict the reactants needed to synthesize it.